Dataset: Reaction yield outcomes from USPTO patents with 853,638 reactions. Task: Predict the reaction yield, written as a fraction of the theoretical maximum amount of product (1.0 means a 100% yield; for example, 0.34 means a 34% yield). (1) The reactants are [OH:1][C:2]1[C:11]2[C:6](=[CH:7][CH:8]=[CH:9][CH:10]=2)[N:5]([CH2:12][CH2:13][CH:14]([CH3:16])[CH3:15])[C:4](=[O:17])[C:3]=1[C:18]1[NH:23][C:22]2[CH:24]=[CH:25][C:26]([OH:28])=[CH:27][C:21]=2[S:20](=[O:30])(=[O:29])[N:19]=1.Cl.[CH3:32][N:33]([CH3:37])[CH2:34][CH2:35]Cl.[I-].[K+].C(=O)([O-])[O-].[K+].[K+].Cl. The catalyst is O.C(COC)OC.O. The product is [CH3:32][N:33]([CH3:37])[CH2:34][CH2:35][O:28][C:26]1[CH:25]=[CH:24][C:22]2[NH:23][C:18]([C:3]3[C:4](=[O:17])[N:5]([CH2:12][CH2:13][CH:14]([CH3:16])[CH3:15])[C:6]4[C:11]([C:2]=3[OH:1])=[CH:10][CH:9]=[CH:8][CH:7]=4)=[N:19][S:20](=[O:29])(=[O:30])[C:21]=2[CH:27]=1. The yield is 0.180. (2) The reactants are C[Si](Br)(C)C.[CH3:6][O:7][C:8]1[C:9]([O:40]COC)=[C:10]([C:18]([CH2:21][O:22][C:23]2[CH:28]=[CH:27][C:26]([C:29]3[CH:34]=[CH:33][C:32]([CH2:35][C:36]([O:38][CH3:39])=[O:37])=[CH:31][CH:30]=3)=[CH:25][CH:24]=2)=[CH:19][CH:20]=1)[C:11]([O:13][C:14]([CH3:17])([CH3:16])[CH3:15])=[O:12].C(=O)([O-])O.[Na+]. The catalyst is ClCCl. The product is [OH:40][C:9]1[C:8]([O:7][CH3:6])=[CH:20][CH:19]=[C:18]([CH2:21][O:22][C:23]2[CH:28]=[CH:27][C:26]([C:29]3[CH:34]=[CH:33][C:32]([CH2:35][C:36]([O:38][CH3:39])=[O:37])=[CH:31][CH:30]=3)=[CH:25][CH:24]=2)[C:10]=1[C:11]([O:13][C:14]([CH3:17])([CH3:16])[CH3:15])=[O:12]. The yield is 0.890. (3) The reactants are [F:1][C:2]([F:36])([F:35])[C:3]1[CH:4]=[C:5]([C:13]([CH3:34])([CH3:33])[C:14]([N:16]([C:18]2[CH:19]=[N:20][C:21](Cl)=[CH:22][C:23]=2[C:24]2[CH:29]=[CH:28][C:27]([F:30])=[CH:26][C:25]=2[CH3:31])[CH3:17])=[O:15])[CH:6]=[C:7]([C:9]([F:12])([F:11])[F:10])[CH:8]=1.[NH2:37][CH2:38][CH2:39][CH2:40][OH:41]. No catalyst specified. The product is [F:1][C:2]([F:36])([F:35])[C:3]1[CH:4]=[C:5]([C:13]([CH3:34])([CH3:33])[C:14]([N:16]([C:18]2[CH:19]=[N:20][C:21]([NH:37][CH2:38][CH2:39][CH2:40][OH:41])=[CH:22][C:23]=2[C:24]2[CH:29]=[CH:28][C:27]([F:30])=[CH:26][C:25]=2[CH3:31])[CH3:17])=[O:15])[CH:6]=[C:7]([C:9]([F:12])([F:11])[F:10])[CH:8]=1. The yield is 0.870. (4) The reactants are [Br:1][C:2]1[CH:3]=[C:4]([NH:8][C:9]2[C:14]([NH2:15])=[CH:13][CH:12]=[CH:11][N:10]=2)[CH:5]=[CH:6][CH:7]=1.[N+:16]([O-])([O-])=O.[Na+]. The catalyst is C(O)(=O)C.O.C(Cl)Cl. The product is [Br:1][C:2]1[CH:3]=[C:4]([N:8]2[C:9]3=[N:10][CH:11]=[CH:12][CH:13]=[C:14]3[N:15]=[N:16]2)[CH:5]=[CH:6][CH:7]=1. The yield is 0.730. (5) The reactants are [Cl:1][C:2]1[CH:7]=[CH:6][N:5]2[N:8]=[C:9]([C:23]3[CH:28]=[CH:27][C:26]([F:29])=[CH:25][CH:24]=3)[C:10]([C:11]3[CH:16]=[CH:15][N:14]=[C:13]([NH:17][CH:18]4[CH2:22][CH2:21][CH2:20][CH2:19]4)[N:12]=3)=[C:4]2[CH:3]=1.C([Li])CCC.C(Cl)(Cl)(Cl)[Cl:36]. The catalyst is O1CCCC1. The product is [CH:18]1([NH:17][C:13]2[N:12]=[C:11]([C:10]3[C:9]([C:23]4[CH:24]=[CH:25][C:26]([F:29])=[CH:27][CH:28]=4)=[N:8][N:5]4[C:6]([Cl:36])=[CH:7][C:2]([Cl:1])=[CH:3][C:4]=34)[CH:16]=[CH:15][N:14]=2)[CH2:19][CH2:20][CH2:21][CH2:22]1. The yield is 0.450. (6) The reactants are [ClH:1].[F:2][CH2:3][CH2:4][NH2:5].C(N(CC)CC)C.[Cl:13][C:14]1[CH:19]=[CH:18][C:17](C(F)(F)F)=[CH:16][C:15]=1[CH2:24][S:25](Cl)(=[O:27])=[O:26]. The catalyst is ClCCl. The product is [Cl:13][C:14]1[CH:19]=[C:18]([Cl:1])[CH:17]=[CH:16][C:15]=1[CH2:24][S:25]([NH:5][CH2:4][CH2:3][F:2])(=[O:27])=[O:26]. The yield is 0.600. (7) The reactants are BrC1C=CC2OCCN3C(I)=C(C(N)=O)N=C3C=2C=1.Cl.NC1CCOCC1.Br[C:29]1[CH:30]=[CH:31][C:32]2[O:38][CH2:37][CH2:36][N:35]3[C:39]([C:45]([NH:47][CH:48]4[CH2:53][CH2:52][O:51][CH2:50][CH2:49]4)=[O:46])=[C:40]([C:42]([NH2:44])=[O:43])[N:41]=[C:34]3[C:33]=2[CH:54]=1.[CH3:55][C:56]1[O:60][N:59]=[C:58]([C@:61]([OH:65])([C:63]#[CH:64])[CH3:62])[CH:57]=1. The catalyst is C1C=CC(P(C2C=CC=CC=2)[C-]2C=CC=C2)=CC=1.C1C=CC(P(C2C=CC=CC=2)[C-]2C=CC=C2)=CC=1.Cl[Pd]Cl.[Fe+2].CS(C)=O. The product is [OH:65][C@:61]([C:58]1[CH:57]=[C:56]([CH3:55])[O:60][N:59]=1)([CH3:62])[C:63]#[C:64][C:29]1[CH:30]=[CH:31][C:32]2[O:38][CH2:37][CH2:36][N:35]3[C:39]([C:45]([NH:47][CH:48]4[CH2:53][CH2:52][O:51][CH2:50][CH2:49]4)=[O:46])=[C:40]([C:42]([NH2:44])=[O:43])[N:41]=[C:34]3[C:33]=2[CH:54]=1. The yield is 0.0660.